Regression. Given a peptide amino acid sequence and an MHC pseudo amino acid sequence, predict their binding affinity value. This is MHC class I binding data. From a dataset of Peptide-MHC class I binding affinity with 185,985 pairs from IEDB/IMGT. (1) The peptide sequence is VVYMDMGVR. The MHC is HLA-B39:01 with pseudo-sequence HLA-B39:01. The binding affinity (normalized) is 0.0847. (2) The peptide sequence is RLATVGYPK. The MHC is HLA-A30:02 with pseudo-sequence HLA-A30:02. The binding affinity (normalized) is 0.213. (3) The peptide sequence is NHYLCLNCL. The MHC is HLA-A01:01 with pseudo-sequence HLA-A01:01. The binding affinity (normalized) is 0.0847.